This data is from Forward reaction prediction with 1.9M reactions from USPTO patents (1976-2016). The task is: Predict the product of the given reaction. (1) Given the reactants [C:1]([C:3]1[CH:8]=[CH:7][C:6]([C:9]2[C:14]([S:15][C:16]([CH3:23])([CH3:22])[C:17]([O:19]CC)=[O:18])=[CH:13][CH:12]=[CH:11][N:10]=2)=[CH:5][CH:4]=1)#[N:2].[OH-].[Na+], predict the reaction product. The product is: [C:1]([C:3]1[CH:8]=[CH:7][C:6]([C:9]2[C:14]([S:15][C:16]([CH3:23])([CH3:22])[C:17]([OH:19])=[O:18])=[CH:13][CH:12]=[CH:11][N:10]=2)=[CH:5][CH:4]=1)#[N:2]. (2) Given the reactants [NH2:1][C:2]1[C:11]([O:12][C@@H:13]([C:20]2[CH:25]=[CH:24][CH:23]=[CH:22][CH:21]=2)[CH2:14][N:15]2[CH:19]=[CH:18][N:17]=[CH:16]2)=[CH:10][CH:9]=[C:8]2[C:3]=1[CH2:4][CH2:5][CH2:6][C:7]2=[O:26].[N:27]1[CH:32]=[CH:31][CH:30]=[CH:29][C:28]=1[C:33](O)=[O:34].C1C=CC2N(O)N=NC=2C=1.CN1CCOCC1.CCN=C=NCCCN(C)C.Cl, predict the reaction product. The product is: [N:15]1([CH2:14][C@H:13]([C:20]2[CH:25]=[CH:24][CH:23]=[CH:22][CH:21]=2)[O:12][C:11]2[CH:10]=[CH:9][C:8]3[C:7](=[O:26])[CH2:6][CH2:5][CH2:4][C:3]=3[C:2]=2[NH:1][C:33]([C:28]2[CH:29]=[CH:30][CH:31]=[CH:32][N:27]=2)=[O:34])[CH:19]=[CH:18][N:17]=[CH:16]1. (3) Given the reactants Br[CH2:2][CH2:3][CH2:4][N:5]1[C:9]2[CH:10]=[CH:11][CH:12]=[CH:13][C:8]=2[N:7]([C:14]2[CH:19]=[CH:18][C:17]([F:20])=[CH:16][C:15]=2[F:21])[S:6]1(=[O:23])=[O:22].[CH3:24][NH:25][CH3:26], predict the reaction product. The product is: [F:21][C:15]1[CH:16]=[C:17]([F:20])[CH:18]=[CH:19][C:14]=1[N:7]1[C:8]2[CH:13]=[CH:12][CH:11]=[CH:10][C:9]=2[N:5]([CH2:4][CH2:3][CH2:2][N:25]([CH3:26])[CH3:24])[S:6]1(=[O:23])=[O:22]. (4) The product is: [Cl:1][C:2]1[CH:3]=[C:4]2[C:9](=[CH:10][CH:11]=1)[N:8]([CH2:12][C:13]1[CH:18]=[CH:17][N+:16]([O-:43])=[CH:15][CH:14]=1)[C:7](=[O:19])[N:6]([CH2:20][C:21]([F:24])([F:22])[F:23])[C:5]2([C:28]1[CH:29]=[CH:30][C:31]([F:34])=[CH:32][CH:33]=1)[CH2:25][CH2:26][CH3:27]. Given the reactants [Cl:1][C:2]1[CH:3]=[C:4]2[C:9](=[CH:10][CH:11]=1)[N:8]([CH2:12][C:13]1[CH:18]=[CH:17][N:16]=[CH:15][CH:14]=1)[C:7](=[O:19])[N:6]([CH2:20][C:21]([F:24])([F:23])[F:22])[C:5]2([C:28]1[CH:33]=[CH:32][C:31]([F:34])=[CH:30][CH:29]=1)[CH2:25][CH2:26][CH3:27].ClC1C=CC=C(C(OO)=[O:43])C=1, predict the reaction product. (5) Given the reactants [Cl:1][C:2]1[CH:11]=[CH:10][C:9]([NH2:12])=[C:8]2[C:3]=1[CH:4]=[CH:5][CH:6]=[N:7]2.[F:13][C:14]1[C:19]([F:20])=[CH:18][C:17]([S:21](Cl)(=[O:23])=[O:22])=[C:16]([N+:25]([O-:27])=[O:26])[CH:15]=1.N1C=CC=CC=1, predict the reaction product. The product is: [Cl:1][C:2]1[CH:11]=[CH:10][C:9]([NH:12][S:21]([C:17]2[CH:18]=[C:19]([F:20])[C:14]([F:13])=[CH:15][C:16]=2[N+:25]([O-:27])=[O:26])(=[O:22])=[O:23])=[C:8]2[C:3]=1[CH:4]=[CH:5][CH:6]=[N:7]2. (6) Given the reactants [CH:1]12[CH2:7][CH:4]([CH2:5][CH2:6]1)[C:3](=O)[C:2]2=O.COP([CH2:16][C:17]([CH:19]1[CH2:22][CH2:21][CH2:20]1)=O)(=O)OC.O.[NH2:24][NH2:25], predict the reaction product. The product is: [CH:19]1([C:17]2[CH:16]=[C:3]3[C:2]([CH:1]4[CH2:7][CH:4]3[CH2:5][CH2:6]4)=[N:25][N:24]=2)[CH2:22][CH2:21][CH2:20]1. (7) Given the reactants [F:1][C@@H:2]1[C@@H:7]2[O:8][CH:9]([C:12]3[CH:17]=[CH:16][CH:15]=[CH:14][CH:13]=3)[O:10][CH2:11][C@H:6]2[O:5][CH2:4][C@@H:3]1[OH:18].CCN(C(C)C)C(C)C.[F:28][C:29]([F:42])([F:41])[S:30](O[S:30]([C:29]([F:42])([F:41])[F:28])(=[O:32])=[O:31])(=[O:32])=[O:31], predict the reaction product. The product is: [F:1][C@@H:2]1[C@@H:7]2[O:8][CH:9]([C:12]3[CH:17]=[CH:16][CH:15]=[CH:14][CH:13]=3)[O:10][CH2:11][C@H:6]2[O:5][CH2:4][C@@H:3]1[O:18][S:30]([C:29]([F:42])([F:41])[F:28])(=[O:32])=[O:31].